This data is from Forward reaction prediction with 1.9M reactions from USPTO patents (1976-2016). The task is: Predict the product of the given reaction. (1) Given the reactants [NH2:1][C:2]1[CH:12]=[CH:11][C:5]([C:6]([O:8][CH2:9][CH3:10])=[O:7])=[CH:4][CH:3]=1.C(N(CC)CC)C.[Br:20]Br.O, predict the reaction product. The product is: [NH2:1][C:2]1[CH:3]=[CH:4][C:5]([C:6]([O:8][CH2:9][CH3:10])=[O:7])=[CH:11][C:12]=1[Br:20]. (2) Given the reactants [CH3:1][O:2][C:3]1[CH:40]=[CH:39][C:6]([CH2:7][N:8]([CH2:30][C:31]2[CH:36]=[CH:35][C:34]([O:37][CH3:38])=[CH:33][CH:32]=2)[C:9]2[N:14]=[CH:13][C:12]([C:15]3[C:16]4[CH2:29][CH2:28][NH:27][C:17]=4[N:18]=[C:19]([N:21]4[CH2:26][CH2:25][O:24][CH2:23][CH2:22]4)[N:20]=3)=[CH:11][N:10]=2)=[CH:5][CH:4]=1.[C:41]([O:45][C:46]([N:48]1[CH2:53][CH2:52][N:51]([C:54]([C:56]2[CH:61]=[CH:60][C:59](Br)=[CH:58][N:57]=2)=[O:55])[CH2:50][CH2:49]1)=[O:47])([CH3:44])([CH3:43])[CH3:42].COC(=O)C1C=CC(Br)=CC=1, predict the reaction product. The product is: [C:41]([O:45][C:46]([N:48]1[CH2:53][CH2:52][N:51]([C:54]([C:56]2[CH:61]=[CH:60][C:59]([N:27]3[C:17]4[N:18]=[C:19]([N:21]5[CH2:26][CH2:25][O:24][CH2:23][CH2:22]5)[N:20]=[C:15]([C:12]5[CH:11]=[N:10][C:9]([N:8]([CH2:7][C:6]6[CH:5]=[CH:4][C:3]([O:2][CH3:1])=[CH:40][CH:39]=6)[CH2:30][C:31]6[CH:32]=[CH:33][C:34]([O:37][CH3:38])=[CH:35][CH:36]=6)=[N:14][CH:13]=5)[C:16]=4[CH2:29][CH2:28]3)=[CH:58][N:57]=2)=[O:55])[CH2:50][CH2:49]1)=[O:47])([CH3:44])([CH3:42])[CH3:43]. (3) Given the reactants CC(OI1(OC(C)=O)(OC(C)=O)OC(=O)C2C=CC=CC1=2)=O.C(O)(C)(C)C.[Cl:28][C:29]1[C:36]([O:37][CH3:38])=[CH:35][C:34]([O:39][CH3:40])=[CH:33][C:30]=1[CH2:31][OH:32].CCOC(C)=O, predict the reaction product. The product is: [Cl:28][C:29]1[C:36]([O:37][CH3:38])=[CH:35][C:34]([O:39][CH3:40])=[CH:33][C:30]=1[CH:31]=[O:32]. (4) Given the reactants [C:1]([C:5]1[CH:10]=[CH:9][C:8](/[C:11](/[Sn](CCCC)(CCCC)CCCC)=[CH:12]\[C@@H:13]2[N:17]([CH2:18][C:19]3[CH:24]=[CH:23][C:22]([O:25][CH3:26])=[CH:21][C:20]=3[O:27][CH3:28])[C:16](=[O:29])[CH2:15][CH2:14]2)=[CH:7][CH:6]=1)([CH3:4])([CH3:3])[CH3:2].Br[C:44]1[N:49]=[C:48]([O:50][CH3:51])[C:47]([C:52](=[O:54])[CH3:53])=[CH:46][CH:45]=1.[F-].[Cs+].O, predict the reaction product. The product is: [C:52]([C:47]1[CH:46]=[CH:45][C:44](/[C:11](/[C:8]2[CH:7]=[CH:6][C:5]([C:1]([CH3:4])([CH3:3])[CH3:2])=[CH:10][CH:9]=2)=[CH:12]/[C@@H:13]2[N:17]([CH2:18][C:19]3[CH:24]=[CH:23][C:22]([O:25][CH3:26])=[CH:21][C:20]=3[O:27][CH3:28])[C:16](=[O:29])[CH2:15][CH2:14]2)=[N:49][C:48]=1[O:50][CH3:51])(=[O:54])[CH3:53]. (5) Given the reactants [Cl:1][C:2]([Cl:19])([Cl:18])[C:3]([NH:5][C:6]([NH:8][C:9]1[S:10][CH:11]=[CH:12][C:13]=1[C:14]([O:16][CH3:17])=[O:15])=[O:7])=[O:4].[Br:20]Br, predict the reaction product. The product is: [Br:20][C:11]1[S:10][C:9]([NH:8][C:6]([NH:5][C:3](=[O:4])[C:2]([Cl:1])([Cl:18])[Cl:19])=[O:7])=[C:13]([C:14]([O:16][CH3:17])=[O:15])[CH:12]=1. (6) Given the reactants [CH3:1][C:2]1[CH:24]=[CH:23][CH:22]=[C:21]([CH3:25])[C:3]=1[CH2:4][N:5]1[C:13]2[C:8](=[CH:9][CH:10]=[C:11]([C:14](=O)[CH2:15][CH2:16][C:17]([OH:19])=[O:18])[CH:12]=2)[CH:7]=[CH:6]1.C1(C)C=CC=CC=1.Cl, predict the reaction product. The product is: [CH3:1][C:2]1[CH:24]=[CH:23][CH:22]=[C:21]([CH3:25])[C:3]=1[CH2:4][N:5]1[C:13]2[C:8](=[CH:9][CH:10]=[C:11]([CH2:14][CH2:15][CH2:16][C:17]([OH:19])=[O:18])[CH:12]=2)[CH:7]=[CH:6]1. (7) Given the reactants [C:1]([O:5][C:6]([N:8]1[CH2:13][CH:12]=[C:11]([C:14]2[CH:15]=[N:16][C:17]([N+:20]([O-])=O)=[CH:18][CH:19]=2)[CH2:10][CH2:9]1)=[O:7])([CH3:4])([CH3:3])[CH3:2].C(Cl)Cl, predict the reaction product. The product is: [C:1]([O:5][C:6]([N:8]1[CH2:9][CH2:10][CH:11]([C:14]2[CH:15]=[N:16][C:17]([NH2:20])=[CH:18][CH:19]=2)[CH2:12][CH2:13]1)=[O:7])([CH3:4])([CH3:2])[CH3:3].